The task is: Regression/Classification. Given a drug SMILES string, predict its absorption, distribution, metabolism, or excretion properties. Task type varies by dataset: regression for continuous measurements (e.g., permeability, clearance, half-life) or binary classification for categorical outcomes (e.g., BBB penetration, CYP inhibition). Dataset: cyp2d6_veith.. This data is from CYP2D6 inhibition data for predicting drug metabolism from PubChem BioAssay. (1) The molecule is Cc1cc(NC(=O)COC(=O)c2ccc(NS(=O)(=O)c3ccc(C)c(C)c3)cc2)no1. The result is 0 (non-inhibitor). (2) The molecule is C[C@@H]1c2ccccc2Cn2cc3c(c21)C(=O)c1cccc(OP(=O)(O)OCc2ccccc2)c1C3=O.[Na]. The result is 0 (non-inhibitor). (3) The drug is c1ccc2c(N3CCNCC3)nc(-c3ccoc3)nc2c1. The result is 0 (non-inhibitor). (4) The drug is O=C(NN=C1C2CC3CC(C2)CC1C3)c1cc(Cl)ccc1O. The result is 0 (non-inhibitor). (5) The compound is COCCNc1ccnc(-c2ccccc2C(F)(F)F)n1. The result is 0 (non-inhibitor). (6) The compound is COc1ccc(C(=O)N2CCC[C@@]3(CCN(C(=O)Nc4cccc(F)c4)C3)C2)cc1. The result is 0 (non-inhibitor).